This data is from Forward reaction prediction with 1.9M reactions from USPTO patents (1976-2016). The task is: Predict the product of the given reaction. Given the reactants [CH3:1][C:2]1([CH3:19])[O:7][CH2:6][C:5]([CH2:17][OH:18])([CH2:8][N:9]2[CH:13]=[CH:12][N:11]=[C:10]2[N+:14]([O-:16])=[O:15])[CH2:4][O:3]1.[C:20]1([CH3:30])[CH:25]=[CH:24][C:23]([S:26](Cl)(=[O:28])=[O:27])=[CH:22][CH:21]=1, predict the reaction product. The product is: [CH3:1][C:2]1([CH3:19])[O:3][CH2:4][C:5]([CH2:8][N:9]2[CH:13]=[CH:12][N:11]=[C:10]2[N+:14]([O-:16])=[O:15])([CH2:17][O:18][S:26]([C:23]2[CH:24]=[CH:25][C:20]([CH3:30])=[CH:21][CH:22]=2)(=[O:28])=[O:27])[CH2:6][O:7]1.